The task is: Predict which catalyst facilitates the given reaction.. This data is from Catalyst prediction with 721,799 reactions and 888 catalyst types from USPTO. (1) Reactant: [CH:1](NC(C)C)(C)C.C([Li])CCC.[CH:13]1([C:21]([OH:23])=[O:22])[CH2:20][CH2:19][CH:18]=[CH:17][CH2:16][CH2:15][CH2:14]1.IC. Product: [CH3:1][C:13]1([C:21]([OH:23])=[O:22])[CH2:14][CH2:15][CH2:16][CH:17]=[CH:18][CH2:19][CH2:20]1. The catalyst class is: 1. (2) Reactant: [CH3:1][O:2][C:3](=[O:22])[CH2:4][CH2:5][C:6]1[C:7](=[O:21])[N:8]([CH2:11][C:12]2[CH:17]=[CH:16][C:15]([N+:18]([O-])=O)=[CH:14][CH:13]=2)[CH2:9][CH:10]=1.C(O)(=O)C. Product: [CH3:1][O:2][C:3](=[O:22])[CH2:4][CH2:5][C:6]1[C:7](=[O:21])[N:8]([CH2:11][C:12]2[CH:13]=[CH:14][C:15]([NH2:18])=[CH:16][CH:17]=2)[CH2:9][CH:10]=1. The catalyst class is: 284. (3) Reactant: [F:1][C:2]1[CH:7]=[CH:6][C:5]([C:8]([F:11])([F:10])[F:9])=[CH:4][C:3]=1[NH:12][C:13]1[N:17]([CH3:18])[C:16]2[CH:19]=[CH:20][C:21]([O:23][C:24]3(C(O)=O)[CH:29]=[CH:28][CH:27]=[CH:26][NH:25]3)=[CH:22][C:15]=2[N:14]=1.[N:33]1([CH2:38][CH2:39][NH2:40])[CH2:37][CH2:36][CH2:35][CH2:34]1.CN([C:44]([O:48]N1N=NC2C=CC=CC1=2)=[N+](C)C)C.F[P-](F)(F)(F)(F)F.C(N(CC)C(C)C)(C)C. Product: [F:1][C:2]1[CH:7]=[CH:6][C:5]([C:8]([F:11])([F:10])[F:9])=[CH:4][C:3]=1[NH:12][C:13]1[N:17]([CH3:18])[C:16]2[CH:19]=[CH:20][C:21]([O:23][C:24]3([CH:36]4[CH2:37][N:33]([CH2:38][CH2:39][NH:40][CH:44]=[O:48])[CH2:34][CH2:35]4)[CH:29]=[CH:28][CH:27]=[CH:26][NH:25]3)=[CH:22][C:15]=2[N:14]=1. The catalyst class is: 7. (4) Reactant: [CH2:1]([N:5]1[C:13]2[C:8](=[CH:9][CH:10]=[C:11]([C:14]([O:16]CCCC)=[O:15])[CH:12]=2)[C:7]([C:21](=[O:26])[C:22]([F:25])([F:24])[F:23])=[CH:6]1)[CH2:2][CH2:3][CH3:4].O[Li].O.C1COCC1.O. Product: [CH2:1]([N:5]1[C:13]2[C:8](=[CH:9][CH:10]=[C:11]([C:14]([OH:16])=[O:15])[CH:12]=2)[C:7]([C:21](=[O:26])[C:22]([F:23])([F:24])[F:25])=[CH:6]1)[CH2:2][CH2:3][CH3:4]. The catalyst class is: 5. (5) The catalyst class is: 5. Product: [CH2:1]([N:3]1[C:4]2[C:5](=[CH:6][CH:7]=[CH:8][CH:9]=2)[N:10]=[C:12]([CH3:16])[C:13]1=[O:14])[CH3:2]. Reactant: [CH2:1]([NH:3][C:4]1[C:5]([NH2:10])=[CH:6][CH:7]=[CH:8][CH:9]=1)[CH3:2].O=[C:12]([CH3:16])[C:13](O)=[O:14]. (6) Reactant: [CH2:1]([C:3]([CH2:8][OH:9])([CH2:6][OH:7])[CH2:4][CH3:5])[OH:2].[CH2:10](Br)[CH2:11][CH2:12][CH2:13][CH2:14][CH2:15][CH2:16][CH2:17][CH3:18].[OH-].[Na+]. Product: [CH2:10]([O:2][CH2:1][C:3]([CH2:8][O:9][CH2:10][CH2:11][CH2:12][CH2:13][CH2:14][CH2:15][CH2:16][CH2:17][CH3:18])([CH2:4][CH3:5])[CH2:6][OH:7])[CH2:11][CH2:12][CH2:13][CH2:14][CH2:15][CH2:16][CH2:17][CH3:18]. The catalyst class is: 689. (7) Reactant: [CH:1]1([NH:7][C:8]2[C:12]3([CH2:17][CH2:16][N:15]([CH2:18][C:19]4[CH:24]=[CH:23][C:22](I)=[CH:21][CH:20]=4)[CH2:14][CH2:13]3)[N:11]([CH2:26][CH2:27][CH2:28][C:29]([O:31][CH3:32])=[O:30])[C:10](=[O:33])[N:9]=2)[CH2:6][CH2:5][CH2:4][CH2:3][CH2:2]1.[CH3:34][N:35](C=O)C. Product: [C:34]([C:22]1[CH:23]=[CH:24][C:19]([CH2:18][N:15]2[CH2:16][CH2:17][C:12]3([N:11]([CH2:26][CH2:27][CH2:28][C:29]([O:31][CH3:32])=[O:30])[C:10](=[O:33])[N:9]=[C:8]3[NH:7][CH:1]3[CH2:6][CH2:5][CH2:4][CH2:3][CH2:2]3)[CH2:13][CH2:14]2)=[CH:20][CH:21]=1)#[N:35]. The catalyst class is: 267.